Dataset: Peptide-MHC class I binding affinity with 185,985 pairs from IEDB/IMGT. Task: Regression. Given a peptide amino acid sequence and an MHC pseudo amino acid sequence, predict their binding affinity value. This is MHC class I binding data. The peptide sequence is MTLSCNGET. The MHC is HLA-A02:01 with pseudo-sequence HLA-A02:01. The binding affinity (normalized) is 0.300.